Dataset: Peptide-MHC class I binding affinity with 185,985 pairs from IEDB/IMGT. Task: Regression. Given a peptide amino acid sequence and an MHC pseudo amino acid sequence, predict their binding affinity value. This is MHC class I binding data. (1) The peptide sequence is YVYFYDLSY. The MHC is HLA-B15:01 with pseudo-sequence HLA-B15:01. The binding affinity (normalized) is 0.511. (2) The peptide sequence is QVFKGVVIR. The MHC is HLA-A26:02 with pseudo-sequence HLA-A26:02. The binding affinity (normalized) is 0.0847. (3) The binding affinity (normalized) is 0.373. The peptide sequence is QTDNDIWFW. The MHC is HLA-B57:01 with pseudo-sequence HLA-B57:01. (4) The peptide sequence is SRLGIVVLR. The MHC is HLA-B35:01 with pseudo-sequence HLA-B35:01. The binding affinity (normalized) is 0.0847.